Dataset: Catalyst prediction with 721,799 reactions and 888 catalyst types from USPTO. Task: Predict which catalyst facilitates the given reaction. (1) Reactant: [NH:1]1[CH2:6][CH2:5][O:4][CH2:3][CH2:2]1.Cl[CH2:8][C:9]1[CH:34]=[CH:33][C:12]([C:13]([NH:15][C:16]2[CH:21]=[CH:20][C:19]([O:22][C:23](=[O:32])[N:24]([CH3:31])[C:25]3[CH:30]=[CH:29][CH:28]=[CH:27][CH:26]=3)=[CH:18][CH:17]=2)=[O:14])=[CH:11][CH:10]=1.O. Product: [N:1]1([CH2:8][C:9]2[CH:10]=[CH:11][C:12]([C:13]([NH:15][C:16]3[CH:21]=[CH:20][C:19]([O:22][C:23](=[O:32])[N:24]([CH3:31])[C:25]4[CH:30]=[CH:29][CH:28]=[CH:27][CH:26]=4)=[CH:18][CH:17]=3)=[O:14])=[CH:33][CH:34]=2)[CH2:6][CH2:5][O:4][CH2:3][CH2:2]1. The catalyst class is: 9. (2) Reactant: [CH:1]1([O:6][C:7]2[CH:8]=[C:9]([C:15]3[CH2:19][C:18]([CH3:22])([C:20]#[N:21])[O:17][N:16]=3)[CH:10]=[CH:11][C:12]=2[O:13][CH3:14])[CH2:5][CH2:4][CH2:3][CH2:2]1.[N-:23]=[N+:24]=[N-:25].[Na+].Cl.C(N(CC)CC)C. Product: [CH2:4]1[CH2:3][CH2:2][CH:1]([O:6][C:7]2[CH:8]=[C:9]([C:15]3[CH2:19][C:18]([C:20]4[NH:25][N:24]=[N:23][N:21]=4)([CH3:22])[O:17][N:16]=3)[CH:10]=[CH:11][C:12]=2[O:13][CH3:14])[CH2:5]1. The catalyst class is: 11.